Predict the product of the given reaction. From a dataset of Forward reaction prediction with 1.9M reactions from USPTO patents (1976-2016). (1) The product is: [F:1][C:2]1[CH:39]=[C:38]([NH:40][C:41]([C:43]2[C:44](=[O:56])[N:45]([C:49]3[CH:50]=[CH:51][C:52]([F:55])=[CH:53][CH:54]=3)[N:46]=[CH:47][CH:48]=2)=[O:42])[CH:37]=[CH:36][C:3]=1[O:4][C:5]1[CH:10]=[CH:9][N:8]=[C:7]2[NH:11][N:12]=[C:13]([CH:14]3[CH2:15][CH2:16][NH:17][CH2:18][CH2:19]3)[C:6]=12. Given the reactants [F:1][C:2]1[CH:39]=[C:38]([NH:40][C:41]([C:43]2[C:44](=[O:56])[N:45]([C:49]3[CH:54]=[CH:53][C:52]([F:55])=[CH:51][CH:50]=3)[N:46]=[CH:47][CH:48]=2)=[O:42])[CH:37]=[CH:36][C:3]=1[O:4][C:5]1[CH:10]=[CH:9][N:8]=[C:7]2[N:11](CC3C=CC(OC)=CC=3)[N:12]=[C:13]([CH:14]3[CH2:19][CH2:18][N:17](C(OC(C)(C)C)=O)[CH2:16][CH2:15]3)[C:6]=12.C(O)(C(F)(F)F)=O, predict the reaction product. (2) Given the reactants [C:1]([O:7][CH2:8][CH3:9])(=[O:6])[CH2:2][C:3]([OH:5])=O.N1C=CC=CC=1C1C=CC=CN=1.[Li]CCCC.[CH3:27][C:28](C)([CH:32]=[CH2:33])[C:29](Cl)=O, predict the reaction product. The product is: [CH2:8]([O:7][C:1](=[O:6])[CH2:2][C:3](=[O:5])[C:28]([CH3:29])([CH3:27])[CH:32]=[CH2:33])[CH3:9].